This data is from Full USPTO retrosynthesis dataset with 1.9M reactions from patents (1976-2016). The task is: Predict the reactants needed to synthesize the given product. (1) Given the product [Cl:1][C:2]1[CH:8]=[C:7]([O:9][C:10]2[C:19]3[C:14](=[CH:15][C:16]([O:22][CH3:23])=[C:17]([O:20][CH3:21])[CH:18]=3)[N:13]=[CH:12][N:11]=2)[CH:6]=[CH:5][C:3]=1[NH:4][C:35]([NH:44][C:45]1[S:49][N:48]=[C:47]([CH3:50])[CH:46]=1)=[O:41], predict the reactants needed to synthesize it. The reactants are: [Cl:1][C:2]1[CH:8]=[C:7]([O:9][C:10]2[C:19]3[C:14](=[CH:15][C:16]([O:22][CH3:23])=[C:17]([O:20][CH3:21])[CH:18]=3)[N:13]=[CH:12][N:11]=2)[CH:6]=[CH:5][C:3]=1[NH2:4].C(N(CC)CC)C.ClC(Cl)(O[C:35](=[O:41])OC(Cl)(Cl)Cl)Cl.Cl.[NH2:44][C:45]1[S:49][N:48]=[C:47]([CH3:50])[CH:46]=1. (2) The reactants are: [Cl:1][C:2]1[CH:3]=[C:4]2[C:8](=[CH:9][CH:10]=1)[N:7]([C:11]1[N:15]([CH3:16])[N:14]=[C:13]([CH3:17])[C:12]=1[CH2:18][CH2:19][N:20]1[CH2:25][CH2:24][N:23](C(OC(C)(C)C)=O)[CH2:22][C:21]1=[O:33])[CH:6]=[CH:5]2.C(OCC)(=O)C.Cl. Given the product [ClH:1].[Cl:1][C:2]1[CH:3]=[C:4]2[C:8](=[CH:9][CH:10]=1)[N:7]([C:11]1[N:15]([CH3:16])[N:14]=[C:13]([CH3:17])[C:12]=1[CH2:18][CH2:19][N:20]1[CH2:25][CH2:24][NH:23][CH2:22][C:21]1=[O:33])[CH:6]=[CH:5]2, predict the reactants needed to synthesize it. (3) Given the product [CH3:37][N:23]1[C:24]([NH:25][C:26](=[O:36])[CH2:27][C@@H:28]([C:30]2[CH:31]=[CH:32][CH:33]=[CH:34][CH:35]=2)[CH3:29])=[C:20]([C:17]2[CH:18]=[CH:19][C:14]([C:11]3[CH:12]=[CH:13][C:8]([C:5]4([C:3]([OH:4])=[O:2])[CH2:6][CH2:7]4)=[CH:9][CH:10]=3)=[CH:15][CH:16]=2)[CH:21]=[N:22]1, predict the reactants needed to synthesize it. The reactants are: C[O:2][C:3]([C:5]1([C:8]2[CH:13]=[CH:12][C:11]([C:14]3[CH:19]=[CH:18][C:17]([C:20]4[CH:21]=[N:22][N:23]([CH3:37])[C:24]=4[NH:25][C:26](=[O:36])[CH2:27][C@@H:28]([C:30]4[CH:35]=[CH:34][CH:33]=[CH:32][CH:31]=4)[CH3:29])=[CH:16][CH:15]=3)=[CH:10][CH:9]=2)[CH2:7][CH2:6]1)=[O:4].[OH-].[Na+]. (4) Given the product [CH3:19][NH:18][C:15]1[CH:16]=[CH:17][C:12]([O:11][C:9]2[CH:8]=[CH:7][N:6]=[C:5]([C:3]#[N:4])[CH:10]=2)=[CH:13][C:14]=1[N+:26]([O-:28])=[O:27], predict the reactants needed to synthesize it. The reactants are: [OH-].[Na+].[C:3]([C:5]1[CH:10]=[C:9]([O:11][C:12]2[CH:17]=[CH:16][C:15]([N:18](C)[C:19](=O)C(F)(F)F)=[C:14]([N+:26]([O-:28])=[O:27])[CH:13]=2)[CH:8]=[CH:7][N:6]=1)#[N:4]. (5) Given the product [Cl:1][C:2]1[CH:3]=[CH:4][C:5]([CH2:6][CH2:7][NH:8][C:9]([C:11]2[CH:12]=[CH:13][C:14]([O:15][C:16]3[CH:21]=[CH:20][C:19]([CH2:22][C:23]([OH:25])=[O:24])=[CH:18][C:17]=3[Br:28])=[CH:29][CH:30]=2)=[O:10])=[CH:31][CH:32]=1, predict the reactants needed to synthesize it. The reactants are: [Cl:1][C:2]1[CH:32]=[CH:31][C:5]([CH2:6][CH2:7][NH:8][C:9]([C:11]2[CH:30]=[CH:29][C:14]([O:15][C:16]3[CH:21]=[CH:20][C:19]([CH2:22][C:23]([O:25]CC)=[O:24])=[CH:18][C:17]=3[Br:28])=[CH:13][CH:12]=2)=[O:10])=[CH:4][CH:3]=1.[OH-].[Na+].O. (6) Given the product [C:8]([O:11][C:12]([N:1]1[CH:5]=[CH:4][C:3]([NH2:6])=[N:2]1)=[O:13])([CH3:10])([CH3:9])[CH3:7], predict the reactants needed to synthesize it. The reactants are: [NH:1]1[CH:5]=[CH:4][C:3]([NH2:6])=[N:2]1.[CH3:7][C:8]([O:11][C:12](O[C:12]([O:11][C:8]([CH3:10])([CH3:9])[CH3:7])=[O:13])=[O:13])([CH3:10])[CH3:9]. (7) Given the product [P:2]([OH:9])([OH:4])([O:14][CH:15]1[CH2:20][CH2:19][N:18]([CH2:21][CH2:22][CH2:23][O:24][C:25]2[CH:34]=[C:33]3[C:28]([C:29]([NH:35][C:36]4[CH:37]=[N:38][C:39]([NH:42][C:43](=[O:51])[C:44]5[CH:49]=[CH:48][CH:47]=[C:46]([Cl:50])[CH:45]=5)=[CH:40][CH:41]=4)=[N:30][CH:31]=[N:32]3)=[CH:27][C:26]=2[O:52][CH3:53])[CH2:17][CH2:16]1)=[O:3], predict the reactants needed to synthesize it. The reactants are: Cl.[P:2]([O:14][CH:15]1[CH2:20][CH2:19][N:18]([CH2:21][CH2:22][CH2:23][O:24][C:25]2[CH:34]=[C:33]3[C:28]([C:29]([NH:35][C:36]4[CH:37]=[N:38][C:39]([NH:42][C:43](=[O:51])[C:44]5[CH:49]=[CH:48][CH:47]=[C:46]([Cl:50])[CH:45]=5)=[CH:40][CH:41]=4)=[N:30][CH:31]=[N:32]3)=[CH:27][C:26]=2[O:52][CH3:53])[CH2:17][CH2:16]1)([O:9]C(C)(C)C)([O:4]C(C)(C)C)=[O:3].C(OCC)C. (8) Given the product [Cl:17][C:18]1[CH:25]=[CH:24][C:21]([CH:22]=[N:1][C:2]2[NH:6][N:5]=[C:4]([NH:7][C:8]3[CH:9]=[N:10][CH:11]=[CH:12][CH:13]=3)[C:3]=2[C:14]([NH2:16])=[O:15])=[CH:20][CH:19]=1, predict the reactants needed to synthesize it. The reactants are: [NH2:1][C:2]1[NH:6][N:5]=[C:4]([NH:7][C:8]2[CH:9]=[N:10][CH:11]=[CH:12][CH:13]=2)[C:3]=1[C:14]([NH2:16])=[O:15].[Cl:17][C:18]1[CH:25]=[CH:24][C:21]([CH:22]=O)=[CH:20][CH:19]=1.N1CCCCC1. (9) Given the product [Cl:1][C:2]1[CH:7]=[C:6]([O:8][CH3:9])[C:5]([F:10])=[CH:4][C:3]=1[C:11]1[CH:16]=[CH:15][N:14]=[C:13]([NH:17][CH:18]([CH2:21][O:22][CH3:23])[CH2:19][CH3:20])[C:12]=1[NH2:24], predict the reactants needed to synthesize it. The reactants are: [Cl:1][C:2]1[CH:7]=[C:6]([O:8][CH3:9])[C:5]([F:10])=[CH:4][C:3]=1[C:11]1[CH:16]=[CH:15][N:14]=[C:13]([NH:17][CH:18]([CH2:21][O:22][CH3:23])[CH2:19][CH3:20])[C:12]=1[N+:24]([O-])=O.Cl[Sn]Cl.